From a dataset of NCI-60 drug combinations with 297,098 pairs across 59 cell lines. Regression. Given two drug SMILES strings and cell line genomic features, predict the synergy score measuring deviation from expected non-interaction effect. Drug 1: C1=C(C(=O)NC(=O)N1)F. Drug 2: C#CCC(CC1=CN=C2C(=N1)C(=NC(=N2)N)N)C3=CC=C(C=C3)C(=O)NC(CCC(=O)O)C(=O)O. Cell line: UACC62. Synergy scores: CSS=40.6, Synergy_ZIP=-3.36, Synergy_Bliss=-7.42, Synergy_Loewe=-7.06, Synergy_HSA=-6.68.